This data is from Forward reaction prediction with 1.9M reactions from USPTO patents (1976-2016). The task is: Predict the product of the given reaction. (1) Given the reactants [CH:1]1([C:4]2[N:5]=[CH:6][N:7]([C:9]3[CH:10]=[CH:11][C:12]([O:21][CH3:22])=[C:13]([CH:20]=3)[C:14]([O:16]C(C)C)=[O:15])[CH:8]=2)[CH2:3][CH2:2]1, predict the reaction product. The product is: [CH:1]1([C:4]2[N:5]=[CH:6][N:7]([C:9]3[CH:10]=[CH:11][C:12]([O:21][CH3:22])=[C:13]([CH:20]=3)[C:14]([OH:16])=[O:15])[CH:8]=2)[CH2:2][CH2:3]1. (2) The product is: [CH3:26][O:25][C:19]1[CH:18]=[C:17]([C:11]([C:5]2[CH:6]=[CH:7][C:8]3[O:9][CH2:10][O:2][C:3]=3[CH:4]=2)=[CH:12][C:13]#[N:58])[CH:22]=[CH:21][C:20]=1[O:23][CH3:24]. Given the reactants C[O:2][C:3]1[CH:4]=[C:5]([C:11]([C:17]2[CH:22]=[CH:21][C:20]([O:23][CH3:24])=[C:19]([O:25][CH3:26])[CH:18]=2)=[CH:12][C:13](OC)=O)[CH:6]=[CH:7][C:8]=1[O:9][CH3:10].COC1C=C(C=CC=1OC)C(C1C=CC2OCOC=2C=1)=O.C(OP(CC#[N:58])(=O)OCC)C.C[Si](C)(C)[N-][Si](C)(C)C.[Li+], predict the reaction product. (3) Given the reactants Cl[C:2]1[C:7]2[N:8]=[C:9]([C:11]3[CH:16]=[CH:15][CH:14]=[CH:13][CH:12]=3)[S:10][C:6]=2[C:5]([C:17]#[N:18])=[CH:4][N:3]=1.C(=O)([O-])[O-].[K+].[K+].[NH2:25][C@H:26]1[CH2:31][CH2:30][CH2:29][N:28]([C:32]([O:34][C:35]([CH3:38])([CH3:37])[CH3:36])=[O:33])[CH2:27]1, predict the reaction product. The product is: [C:17]([C:5]1[C:6]2[S:10][C:9]([C:11]3[CH:16]=[CH:15][CH:14]=[CH:13][CH:12]=3)=[N:8][C:7]=2[C:2]([NH:25][C@H:26]2[CH2:31][CH2:30][CH2:29][N:28]([C:32]([O:34][C:35]([CH3:38])([CH3:37])[CH3:36])=[O:33])[CH2:27]2)=[N:3][CH:4]=1)#[N:18]. (4) Given the reactants Cl[C:2]1[N:7]=[C:6]([C:8]2[C:13]([C:14]([O:16][CH3:17])=[O:15])=[CH:12][CH:11]=[CH:10][N:9]=2)[CH:5]=[CH:4][CH:3]=1.[Cl:18][C:19]1[CH:24]=[CH:23][C:22](B(O)O)=[CH:21][CH:20]=1.C([O-])([O-])=O.[K+].[K+].O, predict the reaction product. The product is: [Cl:18][C:19]1[CH:24]=[CH:23][C:22]([C:2]2[N:7]=[C:6]([C:8]3[C:13]([C:14]([O:16][CH3:17])=[O:15])=[CH:12][CH:11]=[CH:10][N:9]=3)[CH:5]=[CH:4][CH:3]=2)=[CH:21][CH:20]=1. (5) The product is: [Cl:37][C:21]1[C:22]([NH:24][C:25]2[CH:30]=[CH:29][CH:28]=[CH:27][C:26]=2[S:31]([CH:34]([CH3:36])[CH3:35])(=[O:33])=[O:32])=[N:23][C:18]([NH:1][C:2]2[CH:16]=[CH:15][C:5]3[N:6]([CH3:14])[C:7](=[O:13])[CH2:8][CH2:9][C:10]([CH3:12])([CH3:11])[C:4]=3[CH:3]=2)=[N:19][CH:20]=1. Given the reactants [NH2:1][C:2]1[CH:16]=[CH:15][C:5]2[N:6]([CH3:14])[C:7](=[O:13])[CH2:8][CH2:9][C:10]([CH3:12])([CH3:11])[C:4]=2[CH:3]=1.Cl[C:18]1[N:23]=[C:22]([NH:24][C:25]2[CH:30]=[CH:29][CH:28]=[CH:27][C:26]=2[S:31]([CH:34]([CH3:36])[CH3:35])(=[O:33])=[O:32])[C:21]([Cl:37])=[CH:20][N:19]=1, predict the reaction product. (6) Given the reactants [C:1]1([C:7]2[CH:15]=[C:14]([C:16]3[CH:21]=[CH:20][CH:19]=[CH:18][CH:17]=3)[CH:13]=[C:12]3[C:8]=2[C:9]([CH2:27][CH2:28][C:29]([O:31]CC)=[O:30])=[C:10]([C:22]([O:24]CC)=[O:23])[NH:11]3)[CH:6]=[CH:5][CH:4]=[CH:3][CH:2]=1.O.O.O.[OH-].[Li+], predict the reaction product. The product is: [C:29]([CH2:28][CH2:27][C:9]1[C:8]2[C:12](=[CH:13][C:14]([C:16]3[CH:21]=[CH:20][CH:19]=[CH:18][CH:17]=3)=[CH:15][C:7]=2[C:1]2[CH:6]=[CH:5][CH:4]=[CH:3][CH:2]=2)[NH:11][C:10]=1[C:22]([OH:24])=[O:23])([OH:31])=[O:30]. (7) Given the reactants [OH:1][C:2]1[C:7]([N+:8]([O-:10])=[O:9])=[C:6]([OH:11])[CH:5]=[CH:4][C:3]=1[C:12](=[O:14])[CH3:13].C(=O)(O)[O-].[Na+].[CH2:20](Br)[C:21]1[CH:26]=[CH:25][CH:24]=[CH:23][CH:22]=1.O, predict the reaction product. The product is: [CH2:20]([O:11][C:6]1[CH:5]=[CH:4][C:3]([C:12](=[O:14])[CH3:13])=[C:2]([OH:1])[C:7]=1[N+:8]([O-:10])=[O:9])[C:21]1[CH:26]=[CH:25][CH:24]=[CH:23][CH:22]=1. (8) The product is: [CH2:28]([CH:35]1[C:41]2[CH:42]=[C:43]([C:46]([O:48][CH3:49])=[O:47])[CH:44]=[CH:45][C:40]=2[O:39][CH2:38][C:37](=[CH:8][Cl:7])[CH2:36]1)[C:29]1[CH:34]=[CH:33][CH:32]=[CH:31][CH:30]=1. Given the reactants C([Li])CCC.[Cl-].[Cl:7][CH2:8][P+](C1C=CC=CC=1)(C1C=CC=CC=1)C1C=CC=CC=1.[CH2:28]([CH:35]1[C:41]2[CH:42]=[C:43]([C:46]([O:48][CH3:49])=[O:47])[CH:44]=[CH:45][C:40]=2[O:39][CH2:38][C:37](=O)[CH2:36]1)[C:29]1[CH:34]=[CH:33][CH:32]=[CH:31][CH:30]=1.Cl, predict the reaction product. (9) The product is: [CH2:18]([C:15]1[CH:16]=[CH:17][C:12]2[N:13]([CH:20]=[C:10]([C:8]([NH:7][C:1]3[CH:6]=[CH:5][CH:4]=[CH:3][CH:2]=3)=[O:9])[N:11]=2)[CH:14]=1)[CH3:19]. Given the reactants [C:1]1([NH:7][C:8]([C:10]2[N:11]=[C:12]3[CH:17]=[CH:16][C:15]([CH:18]=[CH2:19])=[CH:14][N:13]3[CH:20]=2)=[O:9])[CH:6]=[CH:5][CH:4]=[CH:3][CH:2]=1.[H][H], predict the reaction product. (10) Given the reactants [C:1]([O:5][C:6]([NH:8][C:9]1[CH:14]=[CH:13][C:12]([CH2:15][C:16]([OH:18])=O)=[CH:11][CH:10]=1)=[O:7])([CH3:4])([CH3:3])[CH3:2].Cl.CN(C)CCCN=C=NCC.[CH2:31]([NH2:38])[C:32]1[CH:37]=[CH:36][CH:35]=[CH:34][CH:33]=1.C(=O)([O-])[O-].[K+].[K+], predict the reaction product. The product is: [CH2:31]([NH:38][C:16](=[O:18])[CH2:15][C:12]1[CH:11]=[CH:10][C:9]([NH:8][C:6]([O:5][C:1]([CH3:2])([CH3:3])[CH3:4])=[O:7])=[CH:14][CH:13]=1)[C:32]1[CH:37]=[CH:36][CH:35]=[CH:34][CH:33]=1.